This data is from Experimentally validated miRNA-target interactions with 360,000+ pairs, plus equal number of negative samples. The task is: Binary Classification. Given a miRNA mature sequence and a target amino acid sequence, predict their likelihood of interaction. The miRNA is dme-miR-318-3p with sequence UCACUGGGCUUUGUUUAUCUCA. The protein sequence of the target gene is MAGVFPYRGPGNPVPGPLAPLPDYMSEEKLQEKARKWQQLQAKRYAEKRKFGFVDAQKEDMPPEHVRKIIRDHGDMTNRKFRHDKRVYLGALKYMPHAVLKLLENMPMPWEQIRDVPVLYHITGAISFVNEIPWVIEPVYISQWGSMWIMMRREKRDRRHFKRMRFPPFDDEEPPLDYADNILDVEPLEAIQLELDPEEDAPVLDWFYDHQPLRDSRKYVNGSTYQRWQFTLPMMSTLYRLANQLLTDLVDDNYFYLFDLKAFFTSKALNMAIPGGPKFEPLVRDINLQDEDWNEFNDIN.... Result: 0 (no interaction).